This data is from hERG Central: cardiac toxicity at 1µM, 10µM, and general inhibition. The task is: Predict hERG channel inhibition at various concentrations. (1) The drug is O=C(NCC(=O)N1CCN(S(=O)(=O)c2ccccc2)CC1)c1ccc2ccccc2c1. Results: hERG_inhib (hERG inhibition (general)): blocker. (2) Results: hERG_inhib (hERG inhibition (general)): blocker. The molecule is Cc1ccc(C(C(=O)NCc2ccc(F)cc2)N(C(=O)c2csnn2)C2CC2)o1. (3) The compound is CCc1nnc(NC(=O)CN2CCN(Cc3ccc(C)cc3)CC2)s1. Results: hERG_inhib (hERG inhibition (general)): blocker. (4) Results: hERG_inhib (hERG inhibition (general)): blocker. The compound is Cc1cccc(-c2sc(Nc3ccccc3)n[n+]2-c2ccccc2)c1.[Cl-]. (5) The molecule is CCCCN(CCCNC(=O)c1ccc(CS(=O)(=O)c2ccc(OC)cc2)o1)Cc1ccccc1. Results: hERG_inhib (hERG inhibition (general)): blocker.